Dataset: Retrosynthesis with 50K atom-mapped reactions and 10 reaction types from USPTO. Task: Predict the reactants needed to synthesize the given product. Given the product CC(C)NC(=O)/C=C/c1ccc(O)c(O)c1, predict the reactants needed to synthesize it. The reactants are: CC(C)N.O=C(O)C=Cc1ccc(O)c(O)c1.